This data is from NCI-60 drug combinations with 297,098 pairs across 59 cell lines. The task is: Regression. Given two drug SMILES strings and cell line genomic features, predict the synergy score measuring deviation from expected non-interaction effect. (1) Drug 1: C1CC(=O)NC(=O)C1N2CC3=C(C2=O)C=CC=C3N. Drug 2: C(CCl)NC(=O)N(CCCl)N=O. Cell line: HCT116. Synergy scores: CSS=14.4, Synergy_ZIP=-1.44, Synergy_Bliss=3.82, Synergy_Loewe=3.72, Synergy_HSA=3.77. (2) Drug 1: CN1C2=C(C=C(C=C2)N(CCCl)CCCl)N=C1CCCC(=O)O.Cl. Drug 2: CC(C)NC(=O)C1=CC=C(C=C1)CNNC.Cl. Cell line: TK-10. Synergy scores: CSS=-4.71, Synergy_ZIP=4.60, Synergy_Bliss=5.54, Synergy_Loewe=0.614, Synergy_HSA=-0.337. (3) Drug 1: CC1=CC2C(CCC3(C2CCC3(C(=O)C)OC(=O)C)C)C4(C1=CC(=O)CC4)C. Drug 2: C#CCC(CC1=CN=C2C(=N1)C(=NC(=N2)N)N)C3=CC=C(C=C3)C(=O)NC(CCC(=O)O)C(=O)O. Cell line: 786-0. Synergy scores: CSS=2.54, Synergy_ZIP=-10.5, Synergy_Bliss=-21.2, Synergy_Loewe=-66.2, Synergy_HSA=-22.4.